Dataset: CYP1A2 inhibition data for predicting drug metabolism from PubChem BioAssay. Task: Regression/Classification. Given a drug SMILES string, predict its absorption, distribution, metabolism, or excretion properties. Task type varies by dataset: regression for continuous measurements (e.g., permeability, clearance, half-life) or binary classification for categorical outcomes (e.g., BBB penetration, CYP inhibition). Dataset: cyp1a2_veith. (1) The compound is Cc1ccc(/C=C2/NC(=O)N(Cc3ccccc3)C2=O)s1. The result is 1 (inhibitor). (2) The molecule is CCCCCSc1nncc(=O)[nH]1. The result is 0 (non-inhibitor).